Dataset: hERG potassium channel inhibition data for cardiac toxicity prediction from Karim et al.. Task: Regression/Classification. Given a drug SMILES string, predict its toxicity properties. Task type varies by dataset: regression for continuous values (e.g., LD50, hERG inhibition percentage) or binary classification for toxic/non-toxic outcomes (e.g., AMES mutagenicity, cardiotoxicity, hepatotoxicity). Dataset: herg_karim. (1) The result is 0 (non-blocker). The drug is C[C@H](Nc1ccc2ncn(-c3cc(C4CC4)[nH]n3)c2n1)c1ncc(F)cn1. (2) The molecule is CC(C)[C@@H](N)C(=O)N1CC(c2cc(F)ccc2F)=C[C@@H]1c1ccccc1. The result is 1 (blocker). (3) The molecule is COc1ccc(Cl)cc1C(=O)NCCc1ccc(S(=O)(=O)NC(=O)NC2CCCCC2)cc1. The result is 0 (non-blocker). (4) The result is 1 (blocker). The compound is O=c1cc(OCc2ccc(F)cc2)ccn1-c1ccc(OCCN2CCCC2)cc1.